This data is from Reaction yield outcomes from USPTO patents with 853,638 reactions. The task is: Predict the reaction yield, written as a fraction of the theoretical maximum amount of product (1.0 means a 100% yield; for example, 0.34 means a 34% yield). (1) The reactants are [CH2:1]([O:8][C:9]1[CH:10]=[C:11]([CH:44]=[CH:45][CH:46]=1)[CH2:12][C@@H:13]1[C@@H:17]([CH2:18][CH2:19][C@@H:20]([O:26][Si:27]([C:30]([CH3:33])([CH3:32])[CH3:31])([CH3:29])[CH3:28])[CH2:21][CH2:22][CH2:23][CH2:24][CH3:25])[C@H:16]([O:34][Si:35]([C:38]([CH3:41])([CH3:40])[CH3:39])([CH3:37])[CH3:36])[CH2:15][C@@H:14]1[CH2:42][OH:43])[C:2]1[CH:7]=[CH:6][CH:5]=[CH:4][CH:3]=1.C(N(CC)CC)C.[C:54]1([CH3:64])[CH:59]=[CH:58][C:57]([S:60](Cl)(=[O:62])=[O:61])=[CH:56][CH:55]=1.C([O-])(O)=O.[Na+]. The catalyst is C(Cl)Cl.CN(C)C1C=CN=CC=1. The product is [CH3:64][C:54]1[CH:59]=[CH:58][C:57]([S:60]([O:43][CH2:42][C@H:14]2[CH2:15][C@@H:16]([O:34][Si:35]([C:38]([CH3:41])([CH3:40])[CH3:39])([CH3:37])[CH3:36])[C@H:17]([CH2:18][CH2:19][C@@H:20]([O:26][Si:27]([C:30]([CH3:31])([CH3:32])[CH3:33])([CH3:28])[CH3:29])[CH2:21][CH2:22][CH2:23][CH2:24][CH3:25])[C@H:13]2[CH2:12][C:11]2[CH:44]=[CH:45][CH:46]=[C:9]([O:8][CH2:1][C:2]3[CH:7]=[CH:6][CH:5]=[CH:4][CH:3]=3)[CH:10]=2)(=[O:62])=[O:61])=[CH:56][CH:55]=1. The yield is 0.540. (2) The reactants are [N+:1]([C:4]1[CH:32]=[CH:31][C:7]([CH2:8][C:9]2[NH:10][C:11]([C:24]3[CH:29]=[CH:28][CH:27]=[C:26]([CH3:30])[N:25]=3)=[C:12]([C:14]3[CH:15]=[C:16]4[C:21](=[CH:22][CH:23]=3)[N:20]=[CH:19][CH:18]=[CH:17]4)[N:13]=2)=[CH:6][CH:5]=1)([O-])=O.Cl[Sn]Cl. The catalyst is CO. The product is [CH3:30][C:26]1[N:25]=[C:24]([C:11]2[NH:10][C:9]([CH2:8][C:7]3[CH:6]=[CH:5][C:4]([NH2:1])=[CH:32][CH:31]=3)=[N:13][C:12]=2[C:14]2[CH:15]=[C:16]3[C:21](=[CH:22][CH:23]=2)[N:20]=[CH:19][CH:18]=[CH:17]3)[CH:29]=[CH:28][CH:27]=1. The yield is 0.850. (3) The reactants are Cl[C:2](Cl)([O:4][C:5](=[O:11])OC(Cl)(Cl)Cl)Cl.O[C:14]1[CH:19]=[CH:18][CH:17]=C[N:15]=1.CCN(CC)CC.[N:27]12[CH2:35][CH2:34][CH:31]([CH2:32][CH2:33]1)[NH:30][CH2:29][CH2:28]2. The catalyst is C(Cl)CCl.CN(C1C=CN=CC=1)C. The product is [N:15]1[CH:14]=[CH:19][CH:18]=[CH:17][C:2]=1[O:4][C:5]([N:30]1[CH:31]2[CH2:34][CH2:35][N:27]([CH2:33][CH2:32]2)[CH2:28][CH2:29]1)=[O:11]. The yield is 0.380. (4) The reactants are [C:1]1([CH2:7][N:8]2[CH2:13][CH2:12][N:11]([CH2:14][C:15]3[CH:20]=[CH:19][CH:18]=[CH:17][CH:16]=3)[CH2:10][CH:9]2C(OCC)=O)[CH:6]=[CH:5][CH:4]=[CH:3][CH:2]=1.[CH:26]1([Mg]Br)[CH2:28][CH2:27]1.[Cl-].[NH4+].[O:33]1[CH2:37][CH2:36][CH2:35][CH2:34]1. No catalyst specified. The product is [C:15]1([CH2:14][N:11]2[CH2:10][CH2:9][N:8]([CH2:7][C:1]3[CH:2]=[CH:3][CH:4]=[CH:5][CH:6]=3)[CH2:13][CH:12]2[C:37]([CH:26]2[CH2:28][CH2:27]2)([CH:36]2[CH2:34][CH2:35]2)[OH:33])[CH:20]=[CH:19][CH:18]=[CH:17][CH:16]=1. The yield is 0.240.